Predict the reaction yield, written as a fraction of the theoretical maximum amount of product (1.0 means a 100% yield; for example, 0.34 means a 34% yield). From a dataset of Reaction yield outcomes from USPTO patents with 853,638 reactions. The yield is 0.840. The reactants are [CH3:1][O:2][C:3]1[C:8]2[O:9][CH2:10][CH2:11][O:12][C:7]=2[C:6]([C:13]2([C:20]#[C:21][C:22]3[CH:32]=[CH:31][C:25]([C:26]([O:28]CC)=[O:27])=[CH:24][CH:23]=3)[CH2:18][CH2:17][C:16](=[O:19])[CH2:15][CH2:14]2)=[CH:5][CH:4]=1.[OH-].[Na+]. The catalyst is C(O)C. The product is [CH3:1][O:2][C:3]1[C:8]2[O:9][CH2:10][CH2:11][O:12][C:7]=2[C:6]([C:13]2([C:20]#[C:21][C:22]3[CH:23]=[CH:24][C:25]([C:26]([OH:28])=[O:27])=[CH:31][CH:32]=3)[CH2:18][CH2:17][C:16](=[O:19])[CH2:15][CH2:14]2)=[CH:5][CH:4]=1.